From a dataset of Drug-target binding data from BindingDB using IC50 measurements. Regression. Given a target protein amino acid sequence and a drug SMILES string, predict the binding affinity score between them. We predict pIC50 (pIC50 = -log10(IC50 in M); higher means more potent). Dataset: bindingdb_ic50. (1) The small molecule is CN(C)c1ccc(/N=N/c2ccccc2Br)cc1. The target protein (P05186) has sequence MISPFLVLAIGTCLTNSLVPEKEKDPKYWRDQAQETLKYALELQKLNTNVAKNVIMFLGDGMGVSTVTAARILKGQLHHNPGEETRLEMDKFPFVALSKTYNTNAQVPDSAGTATAYLCGVKANEGTVGVSAATERSRCNTTQGNEVTSILRWAKDAGKSVGIVTTTRVNHATPSAAYAHSADRDWYSDNEMPPEALSQGCKDIAYQLMHNIRDIDVIMGGGRKYMYPKNKTDVEYESDEKARGTRLDGLDLVDTWKSFKPRYKHSHFIWNRTELLTLDPHNVDYLLGLFEPGDMQYELNRNNVTDPSLSEMVVVAIQILRKNPKGFFLLVEGGRIDHGHHEGKAKQALHEAVEMDRAIGQAGSLTSSEDTLTVVTADHSHVFTFGGYTPRGNSIFGLAPMLSDTDKKPFTAILYGNGPGYKVVGGERENVSMVDYAHNNYQAQSAVPLRHETHGGEDVAVFSKGPMAHLLHGVHEQNYVPHVMAYAACIGANLGHCAPA.... The pIC50 is 4.4. (2) The small molecule is O=C(O)C(=O)CC(=O)c1ccc(-n2c(-c3ccccc3)cc3ccccc32)cc1. The target protein (Q9UJM8) has sequence MLPRLICINDYEQHAKSVLPKSIYDYYRSGANDEETLADNIAAFSRWKLYPRMLRNVAETDLSTSVLGQRVSMPICVGATAMQRMAHVDGELATVRACQSLGTGMMLSSWATSSIEEVAEAGPEALRWLQLYIYKDREVTKKLVRQAEKMGYKAIFVTVDTPYLGNRLDDVRNRFKLPPQLRMKNFETSTLSFSPEENFGDDSGLAAYVAKAIDPSISWEDIKWLRRLTSLPIVAKGILRGDDAREAVKHGLNGILVSNHGARQLDGVPATIDVLPEIVEAVEGKVEVFLDGGVRKGTDVLKALALGAKAVFVGRPIVWGLAFQGEKGVQDVLEILKEEFRLAMALSGCQNVKVIDKTLVRKNPLAVSKI. The pIC50 is 6.7.